Predict which catalyst facilitates the given reaction. From a dataset of Catalyst prediction with 721,799 reactions and 888 catalyst types from USPTO. (1) Reactant: [C:1]([C:4]1[C:12]2[C:7](=[CH:8][CH:9]=[C:10]([O:13]CC3C=CC=CC=3)[CH:11]=2)[N:6]([CH2:21][C:22]([O:24][C:25]([CH3:28])([CH3:27])[CH3:26])=[O:23])[CH:5]=1)(=[O:3])[CH3:2]. Product: [C:1]([C:4]1[C:12]2[C:7](=[CH:8][CH:9]=[C:10]([OH:13])[CH:11]=2)[N:6]([CH2:21][C:22]([O:24][C:25]([CH3:28])([CH3:27])[CH3:26])=[O:23])[CH:5]=1)(=[O:3])[CH3:2]. The catalyst class is: 123. (2) Reactant: [N:1]1([C:6]2[CH:11]=[CH:10][C:9]([N:12]3[CH:21]=[C:20]4[C:14]([CH2:15][CH2:16][N:17](C(OC(C)(C)C)=O)[CH2:18][CH2:19]4)=[N:13]3)=[CH:8][CH:7]=2)[CH2:5][CH2:4][CH2:3][CH2:2]1.Cl. Product: [N:1]1([C:6]2[CH:11]=[CH:10][C:9]([N:12]3[CH:21]=[C:20]4[C:14]([CH2:15][CH2:16][NH:17][CH2:18][CH2:19]4)=[N:13]3)=[CH:8][CH:7]=2)[CH2:2][CH2:3][CH2:4][CH2:5]1. The catalyst class is: 169. (3) Reactant: Cl.C([O:6]C(=O)[NH:8][C:9]1[CH:13]=[C:12]([C:14]2[CH:19]=[CH:18][C:17]([O:20][CH2:21][CH2:22][NH:23][C:24]([NH2:26])=[O:25])=[CH:16][CH:15]=2)[N:11]([C:27]2[CH:32]=[CH:31][C:30]([O:33][CH3:34])=[CH:29][CH:28]=2)[N:10]=1)(C)(C)C. Product: [NH4+:8].[OH-:6].[NH2:8][C:9]1[CH:13]=[C:12]([C:14]2[CH:19]=[CH:18][C:17]([O:20][CH2:21][CH2:22][NH:23][C:24]([NH2:26])=[O:25])=[CH:16][CH:15]=2)[N:11]([C:27]2[CH:32]=[CH:31][C:30]([O:33][CH3:34])=[CH:29][CH:28]=2)[N:10]=1. The catalyst class is: 258. (4) Reactant: [H-].[Na+].[OH:3][CH2:4][CH2:5][CH:6]1[CH2:11][CH2:10][N:9]([C:12]([O:14][C:15]([CH3:18])([CH3:17])[CH3:16])=[O:13])[CH2:8][CH2:7]1.[Br:19][C:20]1[CH:25]=[CH:24][C:23](F)=[C:22]([S:27]([CH3:30])(=[O:29])=[O:28])[CH:21]=1.[Cl-].[NH4+]. Product: [Br:19][C:20]1[CH:25]=[CH:24][C:23]([O:3][CH2:4][CH2:5][CH:6]2[CH2:7][CH2:8][N:9]([C:12]([O:14][C:15]([CH3:18])([CH3:17])[CH3:16])=[O:13])[CH2:10][CH2:11]2)=[C:22]([S:27]([CH3:30])(=[O:29])=[O:28])[CH:21]=1. The catalyst class is: 31. (5) Reactant: C1(P(C2C=CC=CC=2)C2C=CC=CC=2)C=CC=CC=1.[C:20]([Br:24])(Br)(Br)[Br:21].[CH3:25][O:26][C:27]1[CH:32]=[CH:31][N:30]=[CH:29][C:28]=1[CH:33]=O. Product: [Br:21][C:20]([Br:24])=[CH:33][C:28]1[CH:29]=[N:30][CH:31]=[CH:32][C:27]=1[O:26][CH3:25]. The catalyst class is: 4. (6) Reactant: [NH2:1][C:2]1[N:3]=[C:4]([CH3:22])[C:5]2=[C:6]([CH2:8][C@H:9]([C:14]3[CH:19]=[CH:18][C:17]([F:20])=[CH:16][C:15]=3[Br:21])[NH:10]/[C:11]/2=[N:12]\[OH:13])[N:7]=1.C([O-])([O-])=O.[Cs+].[Cs+].Br[CH:30]1[CH2:34][CH2:33][O:32][C:31]1=[O:35]. Product: [NH2:1][C:2]1[N:3]=[C:4]([CH3:22])[C:5]2=[C:6]([CH2:8][C@H:9]([C:14]3[CH:19]=[CH:18][C:17]([F:20])=[CH:16][C:15]=3[Br:21])[NH:10]/[C:11]/2=[N:12]\[O:13][CH:30]2[CH2:34][CH2:33][O:32][C:31]2=[O:35])[N:7]=1. The catalyst class is: 3. (7) Reactant: [CH:1]1([N:6]2[CH2:11][CH2:10][NH:9][CH2:8][CH2:7]2)[CH2:5][CH2:4][CH2:3][CH2:2]1.CS(O[CH:17]([C:24]1[CH:29]=[CH:28][C:27]([C:30]2[CH:35]=[CH:34][C:33]([F:36])=[CH:32][C:31]=2[O:37][CH3:38])=[CH:26][CH:25]=1)[C:18]1[CH:23]=[CH:22][N:21]=[CH:20][CH:19]=1)(=O)=O. Product: [CH:1]1([N:6]2[CH2:7][CH2:8][N:9]([CH:17]([C:24]3[CH:25]=[CH:26][C:27]([C:30]4[CH:35]=[CH:34][C:33]([F:36])=[CH:32][C:31]=4[O:37][CH3:38])=[CH:28][CH:29]=3)[C:18]3[CH:19]=[CH:20][N:21]=[CH:22][CH:23]=3)[CH2:10][CH2:11]2)[CH2:2][CH2:3][CH2:4][CH2:5]1. The catalyst class is: 4. (8) Reactant: [Br:1][C:2]1[CH:3]=[CH:4][C:5]([N+:10]([O-])=O)=[C:6]([CH:9]=1)[NH:7][CH3:8].O.NN. Product: [Br:1][C:2]1[CH:9]=[C:6]([NH:7][CH3:8])[C:5]([NH2:10])=[CH:4][CH:3]=1. The catalyst class is: 94. (9) Reactant: CON(C)[C:4]([C@@H:6]1[CH2:10][CH2:9][CH2:8][N:7]1[C:11]([O:13][C:14]([CH3:17])([CH3:16])[CH3:15])=[O:12])=[O:5].Br[Mg][C:21]1[CH:26]=[CH:25][C:24]([CH3:27])=[C:23]([F:28])[CH:22]=1.C([O-])(=O)CC(CC([O-])=O)(C([O-])=O)O. Product: [F:28][C:23]1[CH:22]=[C:21]([CH:26]=[CH:25][C:24]=1[CH3:27])[C:4]([C@@H:6]1[CH2:10][CH2:9][CH2:8][N:7]1[C:11]([O:13][C:14]([CH3:15])([CH3:16])[CH3:17])=[O:12])=[O:5]. The catalyst class is: 7. (10) Reactant: [C:1]([NH2:4])(=[O:3])[CH3:2].[CH:5](=O)[CH2:6][CH2:7][CH3:8].[NH:10]1[C:14]2[CH:15]=[CH:16][CH:17]=[CH:18][C:13]=2[N:12]=[N:11]1.O.C1(C)C=CC(S(O)(=O)=O)=CC=1. Product: [N:10]1([CH:5]([NH:4][C:1](=[O:3])[CH3:2])[CH2:6][CH2:7][CH3:8])[C:14]2[CH:15]=[CH:16][CH:17]=[CH:18][C:13]=2[N:12]=[N:11]1. The catalyst class is: 93.